This data is from Full USPTO retrosynthesis dataset with 1.9M reactions from patents (1976-2016). The task is: Predict the reactants needed to synthesize the given product. (1) Given the product [Cl:20][C:5]1[C:6]([NH:9][C@@H:10]2[C@@H:15]3[O:16][C@@H:12]([CH2:13][CH2:14]3)[C@@H:11]2[C:17]([NH2:19])=[O:18])=[C:7]2[N:8]=[C:25]([C:24]3[CH:27]=[CH:28][C:29]([N:31]4[CH2:36][CH2:35][O:34][CH2:33][CH2:32]4)=[CH:30][C:23]=3[O:22][CH3:21])[NH:1][C:2]2=[N:3][CH:4]=1, predict the reactants needed to synthesize it. The reactants are: [NH2:1][C:2]1[C:7]([NH2:8])=[C:6]([NH:9][C@@H:10]2[C@@H:15]3[O:16][C@@H:12]([CH2:13][CH2:14]3)[C@@H:11]2[C:17]([NH2:19])=[O:18])[C:5]([Cl:20])=[CH:4][N:3]=1.[CH3:21][O:22][C:23]1[CH:30]=[C:29]([N:31]2[CH2:36][CH2:35][O:34][CH2:33][CH2:32]2)[CH:28]=[CH:27][C:24]=1[CH:25]=O.C([O-])(=O)C.[NH4+]. (2) Given the product [CH2:1]([O:3][C:4]([C:6]1([CH2:19][CH2:20][NH:26][C:27]2[C:32]([CH3:33])=[N:31][C:30]([Br:34])=[CH:29][CH:28]=2)[CH2:7][CH2:8][N:9]([C:12]([O:14][C:15]([CH3:18])([CH3:17])[CH3:16])=[O:13])[CH2:10][CH2:11]1)=[O:5])[CH3:2], predict the reactants needed to synthesize it. The reactants are: [CH2:1]([O:3][C:4]([C:6]1([CH2:19][CH:20]=O)[CH2:11][CH2:10][N:9]([C:12]([O:14][C:15]([CH3:18])([CH3:17])[CH3:16])=[O:13])[CH2:8][CH2:7]1)=[O:5])[CH3:2].ClC(Cl)C.[NH2:26][C:27]1[CH:28]=[CH:29][C:30]([Br:34])=[N:31][C:32]=1[CH3:33].C(O)(=O)C.[BH-](OC(C)=O)(OC(C)=O)OC(C)=O.[Na+].